This data is from Merck oncology drug combination screen with 23,052 pairs across 39 cell lines. The task is: Regression. Given two drug SMILES strings and cell line genomic features, predict the synergy score measuring deviation from expected non-interaction effect. (1) Drug 1: O=S1(=O)NC2(CN1CC(F)(F)F)C1CCC2Cc2cc(C=CCN3CCC(C(F)(F)F)CC3)ccc2C1. Drug 2: CC1(c2nc3c(C(N)=O)cccc3[nH]2)CCCN1. Cell line: NCIH460. Synergy scores: synergy=-2.87. (2) Drug 1: N#Cc1ccc(Cn2cncc2CN2CCN(c3cccc(Cl)c3)C(=O)C2)cc1. Drug 2: O=C(O)C1(Cc2cccc(Nc3nccs3)n2)CCC(Oc2cccc(Cl)c2F)CC1. Cell line: NCIH520. Synergy scores: synergy=1.92. (3) Drug 1: CN1C(=O)C=CC2(C)C3CCC4(C)C(NC(=O)OCC(F)(F)F)CCC4C3CCC12. Drug 2: Cn1c(=O)n(-c2ccc(C(C)(C)C#N)cc2)c2c3cc(-c4cnc5ccccc5c4)ccc3ncc21. Cell line: NCIH520. Synergy scores: synergy=24.3. (4) Drug 1: O=C(CCCCCCC(=O)Nc1ccccc1)NO. Drug 2: CCN(CC)CCNC(=O)c1c(C)[nH]c(C=C2C(=O)Nc3ccc(F)cc32)c1C. Cell line: UWB1289BRCA1. Synergy scores: synergy=6.04. (5) Drug 1: C#Cc1cccc(Nc2ncnc3cc(OCCOC)c(OCCOC)cc23)c1. Drug 2: CCC1(O)C(=O)OCc2c1cc1n(c2=O)Cc2cc3c(CN(C)C)c(O)ccc3nc2-1. Cell line: ZR751. Synergy scores: synergy=52.9. (6) Drug 1: CCC1(O)CC2CN(CCc3c([nH]c4ccccc34)C(C(=O)OC)(c3cc4c(cc3OC)N(C)C3C(O)(C(=O)OC)C(OC(C)=O)C5(CC)C=CCN6CCC43C65)C2)C1. Drug 2: NC(=O)c1cccc2cn(-c3ccc(C4CCCNC4)cc3)nc12. Cell line: VCAP. Synergy scores: synergy=16.4. (7) Drug 1: CS(=O)(=O)CCNCc1ccc(-c2ccc3ncnc(Nc4ccc(OCc5cccc(F)c5)c(Cl)c4)c3c2)o1. Drug 2: Cn1cc(-c2cnn3c(N)c(Br)c(C4CCCNC4)nc23)cn1. Cell line: A375. Synergy scores: synergy=21.9.